This data is from Full USPTO retrosynthesis dataset with 1.9M reactions from patents (1976-2016). The task is: Predict the reactants needed to synthesize the given product. (1) Given the product [CH:24]([C:26]1[CH:31]=[C:30]([O:32][CH3:33])[CH:29]=[CH:28][C:27]=1[C:2]1[CH:3]=[C:4]2[C:8]3=[C:9]([CH2:11][CH2:12][N:7]3[C@H:6]3[CH2:13][CH2:14][N:15]([C:17]([O:19][C:20]([CH3:21])([CH3:22])[CH3:23])=[O:18])[CH2:16][C@@H:5]23)[CH:10]=1)=[O:25], predict the reactants needed to synthesize it. The reactants are: Br[C:2]1[CH:3]=[C:4]2[C:8]3=[C:9]([CH2:11][CH2:12][N:7]3[C@H:6]3[CH2:13][CH2:14][N:15]([C:17]([O:19][C:20]([CH3:23])([CH3:22])[CH3:21])=[O:18])[CH2:16][C@@H:5]23)[CH:10]=1.[CH:24]([C:26]1[CH:31]=[C:30]([O:32][CH3:33])[CH:29]=[CH:28][C:27]=1B(O)O)=[O:25].O.O.O.O.O.O.O.O.[OH-].[Ba+2].[OH-]. (2) Given the product [Cl:15][CH:8]=[C:6]1[CH2:7][C:2]([CH3:11])([CH3:1])[CH2:3][CH2:4][C:5]1=[O:10], predict the reactants needed to synthesize it. The reactants are: [CH3:1][C:2]1([CH3:11])[CH2:7][CH:6]([CH:8]=O)[C:5](=[O:10])[CH2:4][CH2:3]1.C(Cl)(=O)C([Cl:15])=O.[OH-].[Na+]. (3) Given the product [F:30][C:28]([F:29])([F:31])[C:25]1[N:23]2[N:24]=[C:19]([N:1]3[CH2:6][CH2:5][CH:4]([C:7]4[CH:8]=[C:9]([CH:15]=[CH:16][CH:17]=4)[C:10]([O:12][CH2:13][CH3:14])=[O:11])[CH2:3][CH2:2]3)[CH:20]=[CH:21][C:22]2=[N:27][N:26]=1, predict the reactants needed to synthesize it. The reactants are: [NH:1]1[CH2:6][CH2:5][CH:4]([C:7]2[CH:8]=[C:9]([CH:15]=[CH:16][CH:17]=2)[C:10]([O:12][CH2:13][CH3:14])=[O:11])[CH2:3][CH2:2]1.Cl[C:19]1[CH:20]=[CH:21][C:22]2[N:23]([C:25]([C:28]([F:31])([F:30])[F:29])=[N:26][N:27]=2)[N:24]=1.CCN(C(C)C)C(C)C. (4) Given the product [Cl:27][C:19]1[CH:18]=[C:17]([C@@H:10]([CH2:11][CH:12]2[CH2:16][CH2:15][CH2:14][CH2:13]2)[C:9]([NH:8][C:5]2[CH:4]=[N:3][C:2]([C:33]#[C:32][CH2:31][N:30]([CH3:34])[CH3:29])=[CH:7][N:6]=2)=[O:28])[CH:22]=[CH:21][C:20]=1[S:23]([CH3:26])(=[O:25])=[O:24], predict the reactants needed to synthesize it. The reactants are: Br[C:2]1[N:3]=[CH:4][C:5]([NH:8][C:9](=[O:28])[C@@H:10]([C:17]2[CH:22]=[CH:21][C:20]([S:23]([CH3:26])(=[O:25])=[O:24])=[C:19]([Cl:27])[CH:18]=2)[CH2:11][CH:12]2[CH2:16][CH2:15][CH2:14][CH2:13]2)=[N:6][CH:7]=1.[CH3:29][N:30]([CH3:34])[CH2:31][C:32]#[CH:33].C(N(CC)C(C)C)(C)C. (5) Given the product [Br:18][C:8]1[N:4]2[CH:5]=[CH:6][N:7]=[C:2]([Cl:1])[C:3]2=[N:10][CH:9]=1, predict the reactants needed to synthesize it. The reactants are: [Cl:1][C:2]1[C:3]2[N:4]([CH:8]=[CH:9][N:10]=2)[CH:5]=[CH:6][N:7]=1.C1C(=O)N([Br:18])C(=O)C1.O. (6) Given the product [CH2:1]([O:8][C:9]1[CH:10]=[C:11]2[C:16](=[CH:17][C:18]=1[O:19][CH3:20])[CH:15]([C:21]([O:23][CH2:24][CH3:25])=[O:22])[N:14]([C:38]([O:37][C:34]([CH3:36])([CH3:35])[CH3:33])=[O:39])[CH2:13][CH2:12]2)[C:2]1[CH:3]=[CH:4][CH:5]=[CH:6][CH:7]=1, predict the reactants needed to synthesize it. The reactants are: [CH2:1]([O:8][C:9]1[CH:10]=[C:11]2[C:16](=[CH:17][C:18]=1[O:19][CH3:20])[CH:15]([C:21]([O:23][CH2:24][CH3:25])=[O:22])[NH:14][CH2:13][CH2:12]2)[C:2]1[CH:7]=[CH:6][CH:5]=[CH:4][CH:3]=1.CCN(CC)CC.[CH3:33][C:34]([O:37][C:38](O[C:38]([O:37][C:34]([CH3:36])([CH3:35])[CH3:33])=[O:39])=[O:39])([CH3:36])[CH3:35].